Dataset: Reaction yield outcomes from USPTO patents with 853,638 reactions. Task: Predict the reaction yield, written as a fraction of the theoretical maximum amount of product (1.0 means a 100% yield; for example, 0.34 means a 34% yield). (1) The reactants are C([N:8]1[CH2:17][CH2:16][C:15]2[C:10](=[N:11][C:12]([NH:33][CH:34]([CH3:36])[CH3:35])=[C:13]([N:18]3[CH2:23][CH2:22][CH:21]([O:24][C:25]4[CH:30]=[CH:29][C:28]([F:31])=[CH:27][C:26]=4[F:32])[CH2:20][CH2:19]3)[N:14]=2)[CH2:9]1)C1C=CC=CC=1. The catalyst is CO.[Pd]. The product is [F:32][C:26]1[CH:27]=[C:28]([F:31])[CH:29]=[CH:30][C:25]=1[O:24][CH:21]1[CH2:20][CH2:19][N:18]([C:13]2[N:14]=[C:15]3[CH2:16][CH2:17][NH:8][CH2:9][C:10]3=[N:11][C:12]=2[NH:33][CH:34]([CH3:36])[CH3:35])[CH2:23][CH2:22]1. The yield is 0.840. (2) The reactants are [OH:1][CH2:2][C:3]1O[CH:5]=[C:6]([O:10][CH2:11][C:12]2[CH:17]=[CH:16][C:15]([O:18][CH3:19])=[CH:14][CH:13]=2)[C:7](=[O:9])[CH:8]=1.Cl.[OH:21][NH2:22]. The catalyst is N1C=CC=CC=1. The product is [OH:21][N:22]1[CH:5]=[C:6]([O:10][CH2:11][C:12]2[CH:17]=[CH:16][C:15]([O:18][CH3:19])=[CH:14][CH:13]=2)[C:7](=[O:9])[CH:8]=[C:3]1[CH2:2][OH:1]. The yield is 0.380. (3) The reactants are [C:1]1([OH:7])[CH:6]=[CH:5][CH:4]=[CH:3][CH:2]=1.[H-].[Na+].Br[CH2:11][C:12]1[CH:13]=[N:14][C:15]2[C:20]([C:21]=1[C:22]1[CH:27]=[CH:26][CH:25]=[CH:24][CH:23]=1)=[CH:19][CH:18]=[CH:17][C:16]=2[C:28]([F:31])([F:30])[F:29].O. The catalyst is CN(C=O)C. The product is [O:7]([CH2:11][C:12]1[CH:13]=[N:14][C:15]2[C:20]([C:21]=1[C:22]1[CH:27]=[CH:26][CH:25]=[CH:24][CH:23]=1)=[CH:19][CH:18]=[CH:17][C:16]=2[C:28]([F:31])([F:29])[F:30])[C:1]1[CH:6]=[CH:5][CH:4]=[CH:3][CH:2]=1. The yield is 0.620. (4) The reactants are [C:1](Cl)(=[O:8])[C:2]1[CH:7]=[CH:6][CH:5]=[CH:4][CH:3]=1.[Cl-].[Al+3].[Cl-].[Cl-].[CH3:14][C:15]1[CH:19]=[C:18]([CH3:20])[NH:17][C:16]=1[C:21]([O:23]CC)=[O:22]. The catalyst is ClC(Cl)C. The product is [C:1]([C:19]1[C:15]([CH3:14])=[C:16]([C:21]([OH:23])=[O:22])[NH:17][C:18]=1[CH3:20])(=[O:8])[C:2]1[CH:7]=[CH:6][CH:5]=[CH:4][CH:3]=1. The yield is 0.510. (5) The reactants are [N:1]1[C:5]2[CH:6]=[CH:7][CH:8]=[CH:9][C:4]=2[NH:3][C:2]=1[CH2:10][O:11][C:12]1[CH:17]=[CH:16][CH:15]=[C:14]([O:18][CH2:19][CH:20]([CH3:22])[CH3:21])[CH:13]=1.C([O-])([O-])=O.[K+].[K+].Br[CH2:30][CH:31]([CH3:33])[CH3:32]. The catalyst is CN(C=O)C. The product is [CH2:19]([O:18][C:14]1[CH:13]=[C:12]([CH:17]=[CH:16][CH:15]=1)[O:11][CH2:10][C:2]1[N:3]([CH2:30][CH:31]([CH3:33])[CH3:32])[C:4]2[CH:9]=[CH:8][CH:7]=[CH:6][C:5]=2[N:1]=1)[CH:20]([CH3:22])[CH3:21]. The yield is 0.840. (6) The reactants are C([N-]C(C)C)(C)C.[Li+].[CH3:9][O:10][C:11](=[O:21])[CH2:12][C:13]1[CH:18]=[CH:17][C:16]([Cl:19])=[C:15]([Cl:20])[CH:14]=1.I[CH2:23][CH:24]1[CH2:28][CH2:27][CH2:26][CH:25]1[O:29][CH:30]1[CH2:35][CH2:34][CH2:33][CH2:32][O:31]1. The catalyst is O1CCCC1.CN1CCCN(C)C1=O.CN1CCCN(C)C1=O. The product is [CH3:9][O:10][C:11](=[O:21])[CH:12]([C:13]1[CH:18]=[CH:17][C:16]([Cl:19])=[C:15]([Cl:20])[CH:14]=1)[CH2:23][CH:24]1[CH2:28][CH2:27][CH2:26][CH:25]1[O:29][CH:30]1[CH2:35][CH2:34][CH2:33][CH2:32][O:31]1. The yield is 0.748. (7) The reactants are [NH2:1][C:2]1[CH:7]=[C:6]([O:8][C:9]2[CH:14]=[CH:13][C:12]([NH:15][C:16]([C:18]3([C:21]([NH:23][C:24]4[CH:29]=[CH:28][C:27]([F:30])=[CH:26][CH:25]=4)=[O:22])[CH2:20][CH2:19]3)=[O:17])=[CH:11][C:10]=2[F:31])[CH:5]=[CH:4][N:3]=1.[CH2:32]([N:34]([CH2:37][CH3:38])[CH2:35][CH3:36])C.ClC([O:42][C:43]1C=CC=C[CH:44]=1)=O.C(OCC)(=[O:51])C. The catalyst is O1CCCC1.O. The product is [F:31][C:10]1[CH:11]=[C:12]([NH:15][C:16]([C:18]2([C:21]([NH:23][C:24]3[CH:25]=[CH:26][C:27]([F:30])=[CH:28][CH:29]=3)=[O:22])[CH2:20][CH2:19]2)=[O:17])[CH:13]=[CH:14][C:9]=1[O:8][C:6]1[CH:5]=[CH:4][N:3]=[C:2]([NH:1][C:32]([N:34]2[CH2:37][CH2:38][CH:44]([CH2:43][OH:42])[CH2:36][CH2:35]2)=[O:51])[CH:7]=1. The yield is 0.720.